From a dataset of Full USPTO retrosynthesis dataset with 1.9M reactions from patents (1976-2016). Predict the reactants needed to synthesize the given product. (1) Given the product [Br:2][C:3]1[CH:4]=[C:5]2[C:10]([NH:11][CH:12]3[C:16]([CH3:17])([CH3:18])[CH2:15][N:14]([C:28]([C:25]4([C:23]#[N:24])[CH2:27][CH2:26]4)=[O:29])[CH2:13]3)=[C:9]([C:19]([NH2:21])=[O:20])[CH:8]=[N:7][N:6]2[CH:22]=1, predict the reactants needed to synthesize it. The reactants are: I.[Br:2][C:3]1[CH:4]=[C:5]2[C:10]([NH:11][CH:12]3[C:16]([CH3:18])([CH3:17])[CH2:15][NH:14][CH2:13]3)=[C:9]([C:19]([NH2:21])=[O:20])[CH:8]=[N:7][N:6]2[CH:22]=1.[C:23]([C:25]1([C:28](O)=[O:29])[CH2:27][CH2:26]1)#[N:24].F[P-](F)(F)(F)(F)F.N1(O[P+](N(C)C)(N(C)C)N(C)C)C2C=CC=CC=2N=N1.CCN(C(C)C)C(C)C. (2) The reactants are: [C:1]([C:4]1[CH:13]=[CH:12][CH:11]=[C:10]([N+:14]([O-])=O)[C:5]=1[C:6]([O:8]C)=O)(=O)[CH3:2].[F:17][CH2:18][CH2:19][NH2:20].C(N(C(C)C)C(C)C)C. Given the product [NH2:14][C:10]1[CH:11]=[CH:12][CH:13]=[C:4]2[C:5]=1[C:6](=[O:8])[N:20]([CH2:19][CH2:18][F:17])[CH:1]2[CH3:2], predict the reactants needed to synthesize it. (3) Given the product [NH2:22][C:21]1[C:2]([Cl:1])=[C:3]([CH:18]=[CH:19][CH:20]=1)[C:4]([NH:6][CH2:7][C:8]12[CH2:17][CH:12]3[CH2:13][CH:14]([CH2:16][CH:10]([CH2:11]3)[CH2:9]1)[CH2:15]2)=[O:5], predict the reactants needed to synthesize it. The reactants are: [Cl:1][C:2]1[C:21]([N+:22]([O-])=O)=[CH:20][CH:19]=[CH:18][C:3]=1[C:4]([NH:6][CH2:7][C:8]12[CH2:17][CH:12]3[CH2:13][CH:14]([CH2:16][CH:10]([CH2:11]3)[CH2:9]1)[CH2:15]2)=[O:5].[Cl-].[NH4+]. (4) The reactants are: [CH3:1][O:2][C:3](=[O:30])[CH2:4][C:5]1[CH:6]=[C:7]([C:13]2[CH:18]=[CH:17][C:16]([C:19]([F:22])([F:21])[F:20])=[CH:15][C:14]=2[CH2:23][NH:24][CH2:25][CH2:26][N:27]([CH3:29])[CH3:28])[C:8]([O:11][CH3:12])=[CH:9][CH:10]=1.[C:31](Cl)(=[O:33])[CH3:32]. Given the product [CH3:1][O:2][C:3](=[O:30])[CH2:4][C:5]1[CH:6]=[C:7]([C:13]2[CH:18]=[CH:17][C:16]([C:19]([F:22])([F:20])[F:21])=[CH:15][C:14]=2[CH2:23][N:24]([C:31](=[O:33])[CH3:32])[CH2:25][CH2:26][N:27]([CH3:29])[CH3:28])[C:8]([O:11][CH3:12])=[CH:9][CH:10]=1, predict the reactants needed to synthesize it.